From a dataset of NCI-60 drug combinations with 297,098 pairs across 59 cell lines. Regression. Given two drug SMILES strings and cell line genomic features, predict the synergy score measuring deviation from expected non-interaction effect. Drug 1: C1=CC(=CC=C1CCC2=CNC3=C2C(=O)NC(=N3)N)C(=O)NC(CCC(=O)O)C(=O)O. Drug 2: CC1=C(C=C(C=C1)NC(=O)C2=CC=C(C=C2)CN3CCN(CC3)C)NC4=NC=CC(=N4)C5=CN=CC=C5. Cell line: NCI-H322M. Synergy scores: CSS=26.5, Synergy_ZIP=7.17, Synergy_Bliss=9.91, Synergy_Loewe=4.53, Synergy_HSA=11.0.